Dataset: Reaction yield outcomes from USPTO patents with 853,638 reactions. Task: Predict the reaction yield, written as a fraction of the theoretical maximum amount of product (1.0 means a 100% yield; for example, 0.34 means a 34% yield). (1) The reactants are Cl[CH2:2][CH2:3][N:4]1[CH:8]=[CH:7][N:6]([CH:9]([CH3:11])[CH3:10])[C:5]1=[O:12].Cl.[NH:14]1[CH2:19][CH2:18][CH:17]([CH2:20][OH:21])[CH2:16][CH2:15]1.C(N(CC)CC)C. The catalyst is CN(C=O)C. The product is [OH:21][CH2:20][CH:17]1[CH2:18][CH2:19][N:14]([CH2:2][CH2:3][N:4]2[CH:8]=[CH:7][N:6]([CH:9]([CH3:11])[CH3:10])[C:5]2=[O:12])[CH2:15][CH2:16]1. The yield is 0.430. (2) The reactants are [C:1]1(=[O:11])[NH:5][C:4](=[O:6])[C:3]2=[CH:7][CH:8]=[CH:9][CH:10]=[C:2]12.[CH2:12]([N:19]([CH2:24][C:25]1[CH:30]=[CH:29][CH:28]=[CH:27][CH:26]=1)[C@@H:20]([CH3:23])[CH2:21]O)[C:13]1[CH:18]=[CH:17][CH:16]=[CH:15][CH:14]=1.C1C=CC(P(C2C=CC=CC=2)C2C=CC=CC=2)=CC=1.CCOC(/N=N/C(OCC)=O)=O. The catalyst is C1COCC1. The product is [CH2:24]([N:19]([CH2:12][C:13]1[CH:14]=[CH:15][CH:16]=[CH:17][CH:18]=1)[C@@H:20]([CH3:23])[CH2:21][N:5]1[C:1](=[O:11])[C:2]2[C:3](=[CH:7][CH:8]=[CH:9][CH:10]=2)[C:4]1=[O:6])[C:25]1[CH:30]=[CH:29][CH:28]=[CH:27][CH:26]=1. The yield is 0.700. (3) The reactants are [F:1][C:2]([F:27])([F:26])[C:3]([F:25])([C:21]([F:24])([F:23])[F:22])[CH2:4][CH:5]([C:17]([F:20])([F:19])[F:18])[CH2:6][CH:7]([C:13]([F:16])([F:15])[F:14])[CH2:8][CH2:9][CH2:10][CH2:11]I.C(O)C.[C:31]([S-:33])#[N:32].[K+]. The catalyst is C(O)(=O)C. The product is [F:1][C:2]([F:27])([F:26])[C:3]([F:25])([C:21]([F:24])([F:23])[F:22])[CH2:4][CH:5]([C:17]([F:20])([F:19])[F:18])[CH2:6][CH:7]([C:13]([F:16])([F:15])[F:14])[CH2:8][CH2:9][CH2:10][CH2:11][S:33][C:31]#[N:32]. The yield is 0.979. (4) The reactants are [CH3:13][C:12]([O:11][C:9](O[C:9]([O:11][C:12]([CH3:15])([CH3:14])[CH3:13])=[O:10])=[O:10])([CH3:15])[CH3:14].[NH2:16][CH2:17][C:18]1[CH:23]=[CH:22][C:21]([C:24]2[CH:29]=[CH:28][CH:27]=[CH:26][C:25]=2[O:30][CH2:31][CH3:32])=[C:20]([NH2:33])[CH:19]=1. The catalyst is O1CCOCC1. The product is [C:12]([O:11][C:9](=[O:10])[NH:16][CH2:17][C:18]1[CH:23]=[CH:22][C:21]([C:24]2[CH:29]=[CH:28][CH:27]=[CH:26][C:25]=2[O:30][CH2:31][CH3:32])=[C:20]([NH2:33])[CH:19]=1)([CH3:13])([CH3:14])[CH3:15]. The yield is 0.310. (5) The reactants are [Cl:1][C:2]1[CH:3]=[CH:4][C:5]2[N:9]=[C:8]([S:10][CH2:11][C:12]3[CH:13]=[N:14][C:15]([C:18]([F:21])([F:20])[F:19])=[CH:16][CH:17]=3)[N:7]([C:22]3[CH:23]=[N:24][C:25]([O:28][CH3:29])=[CH:26][CH:27]=3)[C:6]=2[CH:30]=1.C(OCC)(=O)C.Cl. The catalyst is C(OCC)C. The product is [ClH:1].[Cl:1][C:2]1[CH:3]=[CH:4][C:5]2[N:9]=[C:8]([S:10][CH2:11][C:12]3[CH:13]=[N:14][C:15]([C:18]([F:20])([F:21])[F:19])=[CH:16][CH:17]=3)[N:7]([C:22]3[CH:23]=[N:24][C:25]([O:28][CH3:29])=[CH:26][CH:27]=3)[C:6]=2[CH:30]=1. The yield is 0.490. (6) The reactants are [CH3:1][C:2]1[CH:7]=[C:6]([CH3:8])[CH:5]=[CH:4][C:3]=1[NH:9][C:10]1[CH:15]=[CH:14][C:13]([CH3:16])=[CH:12][C:11]=1[CH3:17].I[C:19]1[CH:24]=[CH:23][CH:22]=[CH:21][CH:20]=1.P(C(C)(C)C)(C(C)(C)C)C(C)(C)C.CC(C)([O-])C.[Na+]. The catalyst is C1(C)C=CC=CC=1.CC([O-])=O.CC([O-])=O.[Pd+2]. The product is [CH3:17][C:11]1[CH:12]=[C:13]([CH3:16])[CH:14]=[CH:15][C:10]=1[N:9]([C:19]1[CH:24]=[CH:23][CH:22]=[CH:21][CH:20]=1)[C:3]1[CH:4]=[CH:5][C:6]([CH3:8])=[CH:7][C:2]=1[CH3:1]. The yield is 0.986. (7) The reactants are [N:1]([CH2:4][CH:5]1[CH2:9][C:8]2[CH:10]=[CH:11][CH:12]=[C:13]([C:14]3[CH:19]=[CH:18][C:17]([F:20])=[C:16]([Cl:21])[CH:15]=3)[C:7]=2[O:6]1)=[N+]=[N-]. The catalyst is [Pd]. The product is [Cl:21][C:16]1[CH:15]=[C:14]([C:13]2[C:7]3[O:6][CH:5]([CH2:4][NH2:1])[CH2:9][C:8]=3[CH:10]=[CH:11][CH:12]=2)[CH:19]=[CH:18][C:17]=1[F:20]. The yield is 0.380. (8) The reactants are C(N(CC)CC)C.[CH:8]([C:10]1[C:18]2[C:13](=[CH:14][CH:15]=[CH:16][CH:17]=2)[N:12](C(OC(C)(C)C)=O)[CH:11]=1)=[O:9].[CH3:26][O:27][C:28]1[CH:29]=[C:30]([CH:45]=[CH:46][CH:47]=1)[N:31]=[CH:32][C:33]1[CH:38]=[CH:37][C:36]([C:39]2[CH:40]=[N:41][CH:42]=[N:43][CH:44]=2)=[CH:35][CH:34]=1. The catalyst is [Cl-].C([N+]1C(C)=C(CCO)SC=1)C1C=CC=CC=1.C(O)C. The product is [NH:12]1[C:13]2[C:18](=[CH:17][CH:16]=[CH:15][CH:14]=2)[C:10]([C:8](=[O:9])[CH:32]([NH:31][C:30]2[CH:45]=[CH:46][CH:47]=[C:28]([O:27][CH3:26])[CH:29]=2)[C:33]2[CH:34]=[CH:35][C:36]([C:39]3[CH:40]=[N:41][CH:42]=[N:43][CH:44]=3)=[CH:37][CH:38]=2)=[CH:11]1. The yield is 0.210. (9) The reactants are [C:1]([S:5][CH2:6][C:7]1[N:12]=[CH:11][C:10]([CH2:13][NH:14][C:15]2[C:25]3[CH2:24][CH2:23][N:22](C(=O)C(F)(F)F)[CH2:21][CH2:20][C:19]=3[CH:18]=[CH:17][C:16]=2[Cl:32])=[CH:9][CH:8]=1)([CH3:4])([CH3:3])[CH3:2].C(=O)([O-])[O-].[K+].[K+]. The catalyst is CO.O. The product is [C:1]([S:5][CH2:6][C:7]1[N:12]=[CH:11][C:10]([CH2:13][NH:14][C:15]2[C:25]3[CH2:24][CH2:23][NH:22][CH2:21][CH2:20][C:19]=3[CH:18]=[CH:17][C:16]=2[Cl:32])=[CH:9][CH:8]=1)([CH3:4])([CH3:2])[CH3:3]. The yield is 1.00.